The task is: Predict which catalyst facilitates the given reaction.. This data is from Catalyst prediction with 721,799 reactions and 888 catalyst types from USPTO. Reactant: [CH:1]1[C:9]2[C:8]3[CH:10]=[CH:11][CH:12]=[CH:13][C:7]=3[O:6][C:5]=2[CH:4]=[CH:3][CH:2]=1.C[C:15]([O-])([CH3:17])C.[K+].[SiH:20]([CH2:25][CH3:26])([CH2:23][CH3:24])[CH2:21][CH3:22]. Product: [CH2:21]([Si:20]([CH2:15][CH3:17])([CH2:23][CH3:24])[C:13]1[CH:12]=[CH:11][CH:10]=[C:8]([C:9]2[CH:5]=[CH:4][CH:3]=[C:2]([Si:20]([CH2:25][CH3:26])([CH2:23][CH3:24])[CH2:21][CH3:22])[CH:1]=2)[C:7]=1[OH:6])[CH3:22]. The catalyst class is: 11.